Dataset: Catalyst prediction with 721,799 reactions and 888 catalyst types from USPTO. Task: Predict which catalyst facilitates the given reaction. (1) Reactant: [CH3:1][N:2](C)[C:3]1[CH:8]=[CH:7][CH:6]=[CH:5][CH:4]=1.FC(F)(F)S(O[C:16]1[C:21]([Si](C)(C)C)=[CH:20][CH:19]=[CH:18][C:17]=1[O:26][CH3:27])(=O)=O.[F-].[K+].C1OCCOCCOCCOCCOCCOC1. Product: [CH3:27][O:26][C:17]1[CH:16]=[C:21]([CH:20]=[CH:19][CH:18]=1)[N:2]([CH3:1])[C:3]1[CH:8]=[CH:7][CH:6]=[CH:5][CH:4]=1. The catalyst class is: 1. (2) Reactant: [CH2:1]([N:8]([CH2:16][CH3:17])[C:9]1[N:10]=[N:11][C:12](I)=[CH:13][CH:14]=1)[C:2]1[CH:7]=[CH:6][CH:5]=[CH:4][CH:3]=1.[CH3:18][S:19]([NH:22][C:23]1[CH:24]=[C:25](B(O)O)[CH:26]=[CH:27][CH:28]=1)(=[O:21])=[O:20].C(=O)([O-])[O-].[Na+].[Na+]. Product: [CH2:1]([N:8]([CH2:16][CH3:17])[C:9]1[N:10]=[N:11][C:12]([C:27]2[CH:28]=[C:23]([NH:22][S:19]([CH3:18])(=[O:20])=[O:21])[CH:24]=[CH:25][CH:26]=2)=[CH:13][CH:14]=1)[C:2]1[CH:7]=[CH:6][CH:5]=[CH:4][CH:3]=1. The catalyst class is: 460. (3) Reactant: [Cl:1][C:2]1[CH:7]=[CH:6][C:5]([C:8](=[O:10])[CH3:9])=[C:4]([OH:11])[CH:3]=1.[CH2:12](I)[CH3:13].C(=O)([O-])[O-].[K+].[K+]. Product: [Cl:1][C:2]1[CH:7]=[CH:6][C:5]([C:8](=[O:10])[CH3:9])=[C:4]([O:11][CH2:12][CH3:13])[CH:3]=1. The catalyst class is: 9.